From a dataset of Forward reaction prediction with 1.9M reactions from USPTO patents (1976-2016). Predict the product of the given reaction. (1) Given the reactants C(OC(=O)[NH:7][C:8]1[CH:13]=[C:12]([N:14]([CH3:16])[CH3:15])[C:11]([C:17]([F:20])([F:19])[F:18])=[CH:10][C:9]=1[NH2:21])(C)(C)C.C(O[C:28](=[O:46])[CH2:29][C:30]([C:32]1[CH:37]=[CH:36][CH:35]=[C:34]([C:38]2[CH:43]=[C:42]([CH3:44])[N:41]=[C:40]([NH2:45])[N:39]=2)[CH:33]=1)=O)(C)(C)C, predict the reaction product. The product is: [NH2:45][C:40]1[N:39]=[C:38]([C:34]2[CH:33]=[C:32]([C:30]3[CH2:29][C:28](=[O:46])[NH:21][C:9]4[CH:10]=[C:11]([C:17]([F:18])([F:19])[F:20])[C:12]([N:14]([CH3:16])[CH3:15])=[CH:13][C:8]=4[N:7]=3)[CH:37]=[CH:36][CH:35]=2)[CH:43]=[C:42]([CH3:44])[N:41]=1. (2) Given the reactants F[C:2]1[CH:7]=[CH:6][CH:5]=[C:4]([F:8])[C:3]=1[N+:9]([O-:11])=[O:10].C([O-])([O-])=O.[K+].[K+].[C:18]([O:26][CH2:27][CH3:28])(=[O:25])[CH2:19][C:20]([O:22][CH2:23][CH3:24])=[O:21].Cl, predict the reaction product. The product is: [F:8][C:4]1[C:3]([N+:9]([O-:11])=[O:10])=[C:2]([CH:19]([C:20]([O:22][CH2:23][CH3:24])=[O:21])[C:18]([O:26][CH2:27][CH3:28])=[O:25])[CH:7]=[CH:6][CH:5]=1. (3) Given the reactants Br[C:2]1[CH:7]=[CH:6][C:5]([C:8]2[O:12][N:11]=[C:10]([CH3:13])[C:9]=2[NH:14][CH2:15][CH:16]([CH3:27])[CH2:17][C:18]2[CH:23]=[CH:22][C:21]([CH:24]([CH3:26])[CH3:25])=[CH:20][CH:19]=2)=[CH:4][CH:3]=1.[CH2:28]([O:30][C:31]([C:33]1([C:36]2[CH:41]=[CH:40][C:39](B3OC(C)(C)C(C)(C)O3)=[CH:38][CH:37]=2)[CH2:35][CH2:34]1)=[O:32])[CH3:29], predict the reaction product. The product is: [CH2:28]([O:30][C:31]([C:33]1([C:36]2[CH:37]=[CH:38][C:39]([C:2]3[CH:3]=[CH:4][C:5]([C:8]4[O:12][N:11]=[C:10]([CH3:13])[C:9]=4[NH:14][CH2:15][CH:16]([CH3:27])[CH2:17][C:18]4[CH:23]=[CH:22][C:21]([CH:24]([CH3:26])[CH3:25])=[CH:20][CH:19]=4)=[CH:6][CH:7]=3)=[CH:40][CH:41]=2)[CH2:34][CH2:35]1)=[O:32])[CH3:29]. (4) Given the reactants F[C:2]1[CH:7]=[CH:6][C:5]([N+:8]([O-:10])=[O:9])=[CH:4][CH:3]=1.[CH3:11][N:12]([CH3:20])[CH:13]1[CH2:18][CH2:17][CH:16]([NH2:19])[CH2:15][CH2:14]1.C(N(C(C)C)C(C)C)C, predict the reaction product. The product is: [CH3:11][N:12]([CH3:20])[CH:13]1[CH2:18][CH2:17][CH:16]([NH:19][C:2]2[CH:7]=[CH:6][C:5]([N+:8]([O-:10])=[O:9])=[CH:4][CH:3]=2)[CH2:15][CH2:14]1. (5) The product is: [OH:28][C@H:19]([CH2:20][O:21][C:22]1[CH:23]=[CH:24][CH:25]=[CH:26][CH:27]=1)[CH2:18][NH:17][C@H:15]1[CH2:14][CH2:13][CH2:12][C:11]2[CH:29]=[CH:30][C:8]([O:7][CH2:6][C:4]([O-:5])=[O:3])=[CH:9][C:10]=2[CH2:16]1.[Na+:32]. Given the reactants C([O:3][C:4]([CH2:6][O:7][C:8]1[CH:30]=[CH:29][C:11]2[CH2:12][CH2:13][CH2:14][C@H:15]([NH:17][CH2:18][C@H:19]([OH:28])[CH2:20][O:21][C:22]3[CH:27]=[CH:26][CH:25]=[CH:24][CH:23]=3)[CH2:16][C:10]=2[CH:9]=1)=[O:5])C.[OH-].[Na+:32], predict the reaction product. (6) Given the reactants [NH:1]([C:3]1[N:8]=[CH:7][C:6]([C:9]([OH:12])([CH3:11])[CH3:10])=[CH:5][CH:4]=1)[NH2:2].[N:13]([C:16]1[CH:21]=[CH:20][C:19]([N+:22]([O-:24])=[O:23])=[CH:18][CH:17]=1)=[C:14]=[S:15], predict the reaction product. The product is: [OH:12][C:9]([C:6]1[CH:5]=[CH:4][C:3]([NH:1][NH:2][C:14](=[S:15])[NH:13][C:16]2[CH:17]=[CH:18][C:19]([N+:22]([O-:24])=[O:23])=[CH:20][CH:21]=2)=[N:8][CH:7]=1)([CH3:10])[CH3:11]. (7) Given the reactants [CH3:1][CH:2]([CH3:29])[C:3]([NH:5][C:6]1[CH:11]=[CH:10][CH:9]=[C:8]([CH:12]2[CH2:17][CH2:16][N:15]([CH2:18][CH2:19][CH2:20][C:21](=O)[C:22]3[CH:27]=[CH:26][CH:25]=[CH:24][CH:23]=3)[CH2:14][CH2:13]2)[CH:7]=1)=[O:4].[CH3:30][N:31]([C:33]1[CH:38]=[CH:37][CH:36]=[CH:35][CH:34]=1)N, predict the reaction product. The product is: [CH3:1][CH:2]([CH3:29])[C:3]([NH:5][C:6]1[CH:11]=[CH:10][CH:9]=[C:8]([CH:12]2[CH2:17][CH2:16][N:15]([CH2:18][CH2:19][C:20]3[C:38]4[C:33](=[CH:34][CH:35]=[CH:36][CH:37]=4)[N:31]([CH3:30])[C:21]=3[C:22]3[CH:27]=[CH:26][CH:25]=[CH:24][CH:23]=3)[CH2:14][CH2:13]2)[CH:7]=1)=[O:4]. (8) Given the reactants [H-].[Na+].[N+:3]([C:6]1[CH:7]=[C:8]([C:16]2[C:17]([C:21]#[N:22])=[CH:18][NH:19][CH:20]=2)[CH:9]=[C:10]([C:12]([F:15])([F:14])[F:13])[CH:11]=1)([O-:5])=[O:4].Br[CH2:24][C:25]([O:27][CH3:28])=[O:26].O, predict the reaction product. The product is: [CH3:28][O:27][C:25](=[O:26])[CH2:24][N:19]1[CH:20]=[C:16]([C:8]2[CH:9]=[C:10]([C:12]([F:13])([F:14])[F:15])[CH:11]=[C:6]([N+:3]([O-:5])=[O:4])[CH:7]=2)[C:17]([C:21]#[N:22])=[CH:18]1. (9) Given the reactants [CH:1]([N:4]1[C:8]([C:9]2[N:18]=[C:17]3[N:11]([CH2:12][CH2:13][O:14][C:15]4[CH:22]=[C:21](OS(C(F)(F)F)(=O)=O)[N:20]=[CH:19][C:16]=43)[CH:10]=2)=[N:7][C:6]([CH3:31])=[N:5]1)([CH3:3])[CH3:2].[NH2:32][CH2:33][C:34]([NH2:36])=[O:35].CN1C(=O)CCC1, predict the reaction product. The product is: [CH:1]([N:4]1[C:8]([C:9]2[N:18]=[C:17]3[C:16]4[CH:19]=[N:20][C:21]([NH:32][CH2:33][C:34]([NH2:36])=[O:35])=[CH:22][C:15]=4[O:14][CH2:13][CH2:12][N:11]3[CH:10]=2)=[N:7][C:6]([CH3:31])=[N:5]1)([CH3:2])[CH3:3].